This data is from Full USPTO retrosynthesis dataset with 1.9M reactions from patents (1976-2016). The task is: Predict the reactants needed to synthesize the given product. Given the product [C:1]([C:3]1[CH:8]=[CH:7][C:6]([C:16]2[CH:15]=[C:14]3[C:19](=[CH:18][CH:17]=2)[NH:11][C:12](=[O:27])[C:13]23[CH2:23][CH2:22][CH2:21][CH2:20]2)=[CH:5][C:4]=1[F:10])#[N:2], predict the reactants needed to synthesize it. The reactants are: [C:1]([C:3]1[CH:8]=[CH:7][C:6](Br)=[CH:5][C:4]=1[F:10])#[N:2].[NH:11]1[C:19]2[C:14](=[CH:15][CH:16]=[CH:17][CH:18]=2)[C:13]2([CH:23](B(O)O)[CH2:22][CH2:21][CH2:20]2)[C:12]1=[O:27].C(=O)([O-])[O-].[Na+].[Na+].[OH-].[Na+].